From a dataset of Reaction yield outcomes from USPTO patents with 853,638 reactions. Predict the reaction yield, written as a fraction of the theoretical maximum amount of product (1.0 means a 100% yield; for example, 0.34 means a 34% yield). The reactants are [Cl:1][C:2]1[CH:7]=[CH:6][C:5]([C:8](=[O:11])[CH2:9][CH3:10])=[C:4]([NH:12][C:13]2[CH:18]=[CH:17][CH:16]=[CH:15][CH:14]=2)[CH:3]=1.Cl[C:20](=[O:25])[C:21]([O:23][CH3:24])=[O:22]. The catalyst is C1(C)C=CC=CC=1. The product is [CH3:24][O:23][C:21](=[O:22])[C:20]([N:12]([C:4]1[CH:3]=[C:2]([Cl:1])[CH:7]=[CH:6][C:5]=1[C:8](=[O:11])[CH2:9][CH3:10])[C:13]1[CH:14]=[CH:15][CH:16]=[CH:17][CH:18]=1)=[O:25]. The yield is 0.876.